Dataset: Full USPTO retrosynthesis dataset with 1.9M reactions from patents (1976-2016). Task: Predict the reactants needed to synthesize the given product. Given the product [Cl:1][C:2]1[N:3]=[C:4]([NH:21][CH2:20][CH3:19])[C:5]([N+:15]([O-:17])=[O:16])=[C:6]([N:8]2[CH2:13][CH2:12][O:11][CH2:10][C@@H:9]2[CH3:14])[N:7]=1, predict the reactants needed to synthesize it. The reactants are: [Cl:1][C:2]1[N:7]=[C:6]([N:8]2[CH2:13][CH2:12][O:11][CH2:10][C@@H:9]2[CH3:14])[C:5]([N+:15]([O-:17])=[O:16])=[C:4](Cl)[N:3]=1.[CH3:19][CH2:20][N:21](CC)CC.